Dataset: CYP3A4 inhibition data for predicting drug metabolism from PubChem BioAssay. Task: Regression/Classification. Given a drug SMILES string, predict its absorption, distribution, metabolism, or excretion properties. Task type varies by dataset: regression for continuous measurements (e.g., permeability, clearance, half-life) or binary classification for categorical outcomes (e.g., BBB penetration, CYP inhibition). Dataset: cyp3a4_veith. (1) The molecule is CCOc1cc(/C=C2\CCC/C(=C\c3cc(Cl)c(O)c(OCC)c3)C2=O)cc(Cl)c1O. The result is 0 (non-inhibitor). (2) The result is 0 (non-inhibitor). The molecule is CN(C)/C=C/C(=O)c1ccc(F)cc1. (3) The drug is Cc1ccc(C)c(C(=O)COC(=O)c2ccccc2N2C(=O)C3C4CCC(C4)C3C2=O)c1. The result is 1 (inhibitor).